From a dataset of hERG potassium channel inhibition data for cardiac toxicity prediction from Karim et al.. Regression/Classification. Given a drug SMILES string, predict its toxicity properties. Task type varies by dataset: regression for continuous values (e.g., LD50, hERG inhibition percentage) or binary classification for toxic/non-toxic outcomes (e.g., AMES mutagenicity, cardiotoxicity, hepatotoxicity). Dataset: herg_karim. (1) The result is 0 (non-blocker). The drug is OC[C@H]1CC[C@H](Nc2ccc3ncc(-c4cccc(OC(F)(F)F)c4)n3n2)CC1. (2) The drug is CC(C)N1CCN[C@@H](C(=O)N2CCN(C(=O)Nc3ccc(Cl)c(Cl)c3)CC2)C1. The result is 0 (non-blocker). (3) The compound is CC(C)Cc1cc(CNS(=O)(=O)c2ccccc2)nn1-c1ccccc1. The result is 0 (non-blocker). (4) The drug is CN1C2CCCC1CC(NC(=O)c1cccc3oc(C4CC4)nc13)C2. The result is 1 (blocker). (5) The molecule is CCN(CC)CCN1CCN(c2cccc(Cl)c2)C1=O. The result is 1 (blocker). (6) The molecule is CCC(=O)C(CC(C)[N+](C)C)(c1ccccc1)c1ccccc1. The result is 1 (blocker). (7) The compound is COC(=O)[C@@H]1C2CCC(C[C@@H]1OC(=O)c1ccccc1)N2C. The result is 1 (blocker). (8) The molecule is Cc1ccc(CCOCC#Cc2cccc(C#CCOCCc3ccc(C)cc3)[n+]2C)cc1. The result is 0 (non-blocker). (9) The molecule is COc1ccccc1N1CCN(CCCCOc2ccc3c(C)cc(=O)oc3c2)CC1. The result is 1 (blocker).